Dataset: Forward reaction prediction with 1.9M reactions from USPTO patents (1976-2016). Task: Predict the product of the given reaction. (1) Given the reactants Cl[CH2:2][CH2:3][CH:4]([OH:7])[CH2:5][CH3:6].[H-].[Na+].[Cl:10][C:11]1[C:18]([F:19])=[CH:17][C:14]([C:15]#[N:16])=[C:13](F)[CH:12]=1.[I-].[Na+].C(N(CC)CC)C.[CH3:30][O:31][CH2:32][CH2:33][NH2:34].[C:35]([OH:40])(=[O:39])[C:36]([OH:38])=[O:37], predict the reaction product. The product is: [C:35]([OH:40])(=[O:39])[C:36]([OH:38])=[O:37].[Cl:10][C:11]1[C:18]([F:19])=[CH:17][C:14]([C:15]#[N:16])=[C:13]([O:7][CH:4]([CH2:5][CH3:6])[CH2:3][CH2:2][NH:34][CH2:33][CH2:32][O:31][CH3:30])[CH:12]=1. (2) Given the reactants Cl[C:2]1[C:7]([CH2:8][CH3:9])=[C:6]([C:10]2[S:14][C:13]([C:15]3[CH:16]=[CH:17][C:18]([O:23][CH:24]([CH3:26])[CH3:25])=[C:19]([CH:22]=3)[C:20]#[N:21])=[N:12][CH:11]=2)[CH:5]=[CH:4][N:3]=1.CC(P(C(C)(C)C)C(C)(C)C)(C)C.C([O-])([O-])=O.[Cs+].[Cs+].Br[Zn][CH2:48][CH2:49][CH2:50][C:51]([O:53]CC)=[O:52], predict the reaction product. The product is: [C:20]([C:19]1[CH:22]=[C:15]([C:13]2[S:14][C:10]([C:6]3[CH:5]=[CH:4][N:3]=[C:2]([CH2:48][CH2:49][CH2:50][C:51]([OH:53])=[O:52])[C:7]=3[CH2:8][CH3:9])=[CH:11][N:12]=2)[CH:16]=[CH:17][C:18]=1[O:23][CH:24]([CH3:26])[CH3:25])#[N:21]. (3) Given the reactants Cl[C:2]1[CH:3]=[C:4]([N:9]2[C:13]3[C:14](=[O:31])[N:15]([C:18]4[CH:23]=[CH:22][C:21]([N:24]5[CH2:29][CH2:28][CH2:27][CH2:26][C:25]5=[O:30])=[CH:20][CH:19]=4)[CH2:16][CH2:17][C:12]=3[C:11]([C:32]([F:35])([F:34])[F:33])=[N:10]2)[CH:5]=[CH:6][C:7]=1[F:8].C[C:37]([N:39](C)C)=O, predict the reaction product. The product is: [F:8][C:7]1[CH:6]=[CH:5][C:4]([N:9]2[C:13]3[C:14](=[O:31])[N:15]([C:18]4[CH:19]=[CH:20][C:21]([N:24]5[CH2:29][CH2:28][CH2:27][CH2:26][C:25]5=[O:30])=[CH:22][CH:23]=4)[CH2:16][CH2:17][C:12]=3[C:11]([C:32]([F:35])([F:34])[F:33])=[N:10]2)=[CH:3][C:2]=1[C:37]#[N:39]. (4) Given the reactants N(C(OCC)=O)=NC(OCC)=O.[Cl:13][C:14]1[CH:42]=[CH:41][C:17]([CH2:18][C:19]2[N:20]=[C:21]([O:37][CH2:38][CH2:39][CH3:40])[C:22]3[N:27]=[C:26]([C:28]4[CH:33]=[C:32]([CH3:34])[C:31]([OH:35])=[C:30]([CH3:36])[CH:29]=4)[O:25][C:23]=3[N:24]=2)=[CH:16][CH:15]=1.[CH3:43][C:44]1([CH3:51])[O:48][CH:47]([CH2:49]O)[CH2:46][O:45]1.C(N(CC)CC)C, predict the reaction product. The product is: [Cl:13][C:14]1[CH:42]=[CH:41][C:17]([CH2:18][C:19]2[N:20]=[C:21]([O:37][CH2:38][CH2:39][CH3:40])[C:22]3[N:27]=[C:26]([C:28]4[CH:29]=[C:30]([CH3:36])[C:31]([O:35][CH2:49][CH:47]5[CH2:46][O:45][C:44]([CH3:51])([CH3:43])[O:48]5)=[C:32]([CH3:34])[CH:33]=4)[O:25][C:23]=3[N:24]=2)=[CH:16][CH:15]=1. (5) Given the reactants Br[C:2]1[N:3]=[C:4]([NH:10][C:11]2[CH:16]=[CH:15][C:14]([C:17]([N:19]3[CH2:24][CH2:23][O:22][CH2:21][CH2:20]3)=[O:18])=[CH:13][CH:12]=2)[C:5](=[O:9])[N:6]([CH3:8])[CH:7]=1.C(=O)([O-])[O-].[Na+].[Na+].[CH3:31][C:32]1[C:37](B2OC(C)(C)C(C)(C)O2)=[CH:36][CH:35]=[CH:34][C:33]=1[NH2:47], predict the reaction product. The product is: [NH2:47][C:33]1[C:32]([CH3:31])=[C:37]([C:2]2[N:3]=[C:4]([NH:10][C:11]3[CH:16]=[CH:15][C:14]([C:17]([N:19]4[CH2:24][CH2:23][O:22][CH2:21][CH2:20]4)=[O:18])=[CH:13][CH:12]=3)[C:5](=[O:9])[N:6]([CH3:8])[CH:7]=2)[CH:36]=[CH:35][CH:34]=1. (6) Given the reactants Br[C:2]1[CH:20]=[CH:19][C:18]([N+:21]([O-:23])=[O:22])=[CH:17][C:3]=1[CH2:4][N:5]([CH3:16])[C:6](=[O:15])[O:7][CH2:8][C:9]1[CH:14]=[CH:13][CH:12]=[CH:11][CH:10]=1.N1CCC[C@H]1C(O)=O.C(=O)([O-])[O-].[Cs+].[Cs+].[C:38]([O:46][CH2:47][CH3:48])(=[O:45])[CH2:39][C:40]([O:42][CH2:43][CH3:44])=[O:41], predict the reaction product. The product is: [CH2:8]([O:7][C:6]([N:5]([CH2:4][C:3]1[CH:17]=[C:18]([N+:21]([O-:23])=[O:22])[CH:19]=[CH:20][C:2]=1[CH:39]([C:40]([O:42][CH2:43][CH3:44])=[O:41])[C:38]([O:46][CH2:47][CH3:48])=[O:45])[CH3:16])=[O:15])[C:9]1[CH:14]=[CH:13][CH:12]=[CH:11][CH:10]=1. (7) Given the reactants O=[C:2]1[N:7](C(OC(C)(C)C)=O)[N:6]=[CH:5][C:4]([N:15]2[CH2:20][CH2:19][CH:18]([C:21]3[CH:26]=[CH:25][CH:24]=[CH:23][CH:22]=3)[CH2:17][CH2:16]2)=[C:3]1[C:27]([F:30])([F:29])[F:28].P(Cl)(Cl)([Cl:33])=O, predict the reaction product. The product is: [Cl:33][C:2]1[N:7]=[N:6][CH:5]=[C:4]([N:15]2[CH2:20][CH2:19][CH:18]([C:21]3[CH:26]=[CH:25][CH:24]=[CH:23][CH:22]=3)[CH2:17][CH2:16]2)[C:3]=1[C:27]([F:30])([F:29])[F:28]. (8) Given the reactants O.C1(P(C2C=CC=CC=2)C2C=CC=CC=2)C=CC=CC=1.[N:21]([CH2:24][CH2:25][C:26]1[S:30][C:29]([C:31]([O:33][CH:34]([CH3:36])[CH3:35])=[O:32])=[CH:28][CH:27]=1)=[N+]=[N-], predict the reaction product. The product is: [NH2:21][CH2:24][CH2:25][C:26]1[S:30][C:29]([C:31]([O:33][CH:34]([CH3:36])[CH3:35])=[O:32])=[CH:28][CH:27]=1.